Dataset: Peptide-MHC class I binding affinity with 185,985 pairs from IEDB/IMGT. Task: Regression. Given a peptide amino acid sequence and an MHC pseudo amino acid sequence, predict their binding affinity value. This is MHC class I binding data. The binding affinity (normalized) is 0. The MHC is HLA-A02:03 with pseudo-sequence HLA-A02:03. The peptide sequence is LPGPDTRHL.